Task: Regression. Given a peptide amino acid sequence and an MHC pseudo amino acid sequence, predict their binding affinity value. This is MHC class I binding data.. Dataset: Peptide-MHC class I binding affinity with 185,985 pairs from IEDB/IMGT (1) The peptide sequence is AVEGGLYPV. The binding affinity (normalized) is 0.213. The MHC is HLA-B40:01 with pseudo-sequence HLA-B40:01. (2) The peptide sequence is ATIWQLLAF. The MHC is HLA-B27:05 with pseudo-sequence HLA-B27:05. The binding affinity (normalized) is 0.213. (3) The peptide sequence is VEITPYKPTW. The MHC is HLA-B35:01 with pseudo-sequence HLA-B35:01. The binding affinity (normalized) is 0. (4) The peptide sequence is FVHFVEALA. The MHC is HLA-A02:03 with pseudo-sequence HLA-A02:03. The binding affinity (normalized) is 0.537. (5) The binding affinity (normalized) is 0.676. The peptide sequence is IPYLRNYMV. The MHC is HLA-B07:02 with pseudo-sequence HLA-B07:02. (6) The peptide sequence is TILIRTGL. The MHC is H-2-Db with pseudo-sequence H-2-Db. The binding affinity (normalized) is 0. (7) The peptide sequence is AEFYQLITM. The MHC is HLA-B15:01 with pseudo-sequence HLA-B15:01. The binding affinity (normalized) is 0.213. (8) The peptide sequence is ALGLSAFGV. The MHC is HLA-A02:01 with pseudo-sequence HLA-A02:01. The binding affinity (normalized) is 0.791. (9) The peptide sequence is CYMHVSDFY. The MHC is HLA-A02:06 with pseudo-sequence HLA-A02:06. The binding affinity (normalized) is 0.0847.